This data is from Forward reaction prediction with 1.9M reactions from USPTO patents (1976-2016). The task is: Predict the product of the given reaction. (1) Given the reactants [CH2:1]([O:5][C:6]1[N:14]=[C:13]2[C:9]([N:10]=[C:11]([O:24]C)[N:12]2[CH2:15][CH2:16][CH2:17][CH:18]2[CH2:23][CH2:22][CH2:21][NH:20][CH2:19]2)=[C:8]([NH2:26])[N:7]=1)[CH2:2][CH2:3][CH3:4].I[CH:28]([CH3:30])[CH3:29], predict the reaction product. The product is: [NH2:26][C:8]1[N:7]=[C:6]([O:5][CH2:1][CH2:2][CH2:3][CH3:4])[N:14]=[C:13]2[C:9]=1[NH:10][C:11](=[O:24])[N:12]2[CH2:15][CH2:16][CH2:17][CH:18]1[CH2:23][CH2:22][CH2:21][N:20]([CH:28]([CH3:30])[CH3:29])[CH2:19]1. (2) Given the reactants [CH2:1]([O:8][C:9]1[CH:14]=[CH:13][N:12]([C:15]2[CH:23]=[C:22]3[C:18]([C:19]4[CH2:28][CH2:27][N:26]([C:29]([C@@H:31]5[CH2:35][CH2:34][CH2:33][N:32]5C(OC(C)(C)C)=O)=[O:30])[CH2:25][C:20]=4[N:21]3[CH3:24])=[CH:17][CH:16]=2)[C:11](=[O:43])[CH:10]=1)[C:2]1[CH:7]=[CH:6][CH:5]=[CH:4][CH:3]=1.[ClH:44], predict the reaction product. The product is: [ClH:44].[CH2:1]([O:8][C:9]1[CH:14]=[CH:13][N:12]([C:15]2[CH:23]=[C:22]3[C:18]([C:19]4[CH2:28][CH2:27][N:26]([C:29]([C@@H:31]5[CH2:35][CH2:34][CH2:33][NH:32]5)=[O:30])[CH2:25][C:20]=4[N:21]3[CH3:24])=[CH:17][CH:16]=2)[C:11](=[O:43])[CH:10]=1)[C:2]1[CH:3]=[CH:4][CH:5]=[CH:6][CH:7]=1. (3) Given the reactants C[Al](C)C.Cl.[CH3:6][NH:7][O:8][CH3:9].[CH2:10]([C:13]1[N:14]([CH2:26][CH2:27][CH2:28][C:29](OCC)=[O:30])[C:15]2[C:24]3[CH:23]=[CH:22][CH:21]=[CH:20][C:19]=3[N:18]=[CH:17][C:16]=2[N:25]=1)[CH2:11][CH3:12], predict the reaction product. The product is: [CH3:9][O:8][N:7]([CH3:6])[C:29](=[O:30])[CH2:28][CH2:27][CH2:26][N:14]1[C:15]2[C:24]3[CH:23]=[CH:22][CH:21]=[CH:20][C:19]=3[N:18]=[CH:17][C:16]=2[N:25]=[C:13]1[CH2:10][CH2:11][CH3:12]. (4) The product is: [CH3:8][O:7][CH2:6][CH2:5][CH2:4][CH2:3][C@H:2]([C@@H:15]1[CH2:20][CH2:19][CH2:18][N:17]([C:21]([NH:23][C@@H:24]([CH2:37][CH:38]2[CH2:39][CH2:40][CH2:41][CH2:42][CH2:43]2)[CH2:25][N:26]([CH3:36])[C:27](=[O:35])[O:28][CH2:29][CH2:30][Si:31]([CH3:32])([CH3:33])[CH3:34])=[O:22])[CH2:16]1)[C:9]1[CH:14]=[CH:13][CH:12]=[CH:11][CH:10]=1. Given the reactants O[C@@:2]([C@@H:15]1[CH2:20][CH2:19][CH2:18][N:17]([C:21]([NH:23][C@@H:24]([CH2:37][CH:38]2[CH2:43][CH2:42][CH2:41][CH2:40][CH2:39]2)[CH2:25][N:26]([CH3:36])[C:27](=[O:35])[O:28][CH2:29][CH2:30][Si:31]([CH3:34])([CH3:33])[CH3:32])=[O:22])[CH2:16]1)([C:9]1[CH:14]=[CH:13][CH:12]=[CH:11][CH:10]=1)[CH2:3][CH2:4][CH2:5][CH2:6][O:7][CH3:8].C(O)C, predict the reaction product. (5) Given the reactants CS([C:5]1[N:10]=[C:9]([C:11]2[N:15]3[CH:16]=[CH:17][N:18]=[C:19]([NH:20][CH2:21][CH2:22][N:23]4[CH2:28][CH2:27][O:26][CH2:25][CH2:24]4)[C:14]3=[N:13][CH:12]=2)[CH:8]=[CH:7][N:6]=1)(=O)=O.[CH2:29]([NH2:36])[C:30]1[CH:35]=[CH:34][CH:33]=[CH:32][CH:31]=1, predict the reaction product. The product is: [CH2:29]([NH:36][C:5]1[N:10]=[C:9]([C:11]2[N:15]3[CH:16]=[CH:17][N:18]=[C:19]([NH:20][CH2:21][CH2:22][N:23]4[CH2:28][CH2:27][O:26][CH2:25][CH2:24]4)[C:14]3=[N:13][CH:12]=2)[CH:8]=[CH:7][N:6]=1)[C:30]1[CH:35]=[CH:34][CH:33]=[CH:32][CH:31]=1.